From a dataset of Catalyst prediction with 721,799 reactions and 888 catalyst types from USPTO. Predict which catalyst facilitates the given reaction. Reactant: [Cl:1][C:2]1[CH:8]=[C:7]([O:9][C:10]2[C:11]3[N:18]([CH2:19][CH2:20][O:21][CH3:22])[CH:17]=[CH:16][C:12]=3[N:13]=[CH:14][N:15]=2)[CH:6]=[CH:5][C:3]=1[NH2:4].C(N(CC)CC)C.[F:30][C:31]([F:42])([F:41])[C:32]1[CH:33]=[C:34]([N:38]=[C:39]=[O:40])[CH:35]=[CH:36][CH:37]=1. Product: [Cl:1][C:2]1[CH:8]=[C:7]([O:9][C:10]2[C:11]3[N:18]([CH2:19][CH2:20][O:21][CH3:22])[CH:17]=[CH:16][C:12]=3[N:13]=[CH:14][N:15]=2)[CH:6]=[CH:5][C:3]=1[NH:4][C:39]([NH:38][C:34]1[CH:35]=[CH:36][CH:37]=[C:32]([C:31]([F:30])([F:41])[F:42])[CH:33]=1)=[O:40]. The catalyst class is: 7.